This data is from NCI-60 drug combinations with 297,098 pairs across 59 cell lines. The task is: Regression. Given two drug SMILES strings and cell line genomic features, predict the synergy score measuring deviation from expected non-interaction effect. (1) Cell line: SK-OV-3. Synergy scores: CSS=48.7, Synergy_ZIP=1.62, Synergy_Bliss=0.729, Synergy_Loewe=-56.9, Synergy_HSA=-0.434. Drug 2: CN1C(=O)N2C=NC(=C2N=N1)C(=O)N. Drug 1: C1=CC(=C2C(=C1NCCNCCO)C(=O)C3=C(C=CC(=C3C2=O)O)O)NCCNCCO. (2) Drug 1: CN(C(=O)NC(C=O)C(C(C(CO)O)O)O)N=O. Drug 2: CC(C)CN1C=NC2=C1C3=CC=CC=C3N=C2N. Cell line: SK-MEL-2. Synergy scores: CSS=11.0, Synergy_ZIP=-6.03, Synergy_Bliss=-8.77, Synergy_Loewe=-6.14, Synergy_HSA=-6.04. (3) Drug 1: C1=NNC2=C1C(=O)NC=N2. Drug 2: C(CCl)NC(=O)N(CCCl)N=O. Cell line: NCI-H226. Synergy scores: CSS=1.82, Synergy_ZIP=2.40, Synergy_Bliss=6.09, Synergy_Loewe=2.67, Synergy_HSA=2.26. (4) Drug 1: CC1C(C(CC(O1)OC2CC(CC3=C2C(=C4C(=C3O)C(=O)C5=C(C4=O)C(=CC=C5)OC)O)(C(=O)CO)O)N)O.Cl. Drug 2: CC(C)CN1C=NC2=C1C3=CC=CC=C3N=C2N. Cell line: U251. Synergy scores: CSS=49.3, Synergy_ZIP=0.264, Synergy_Bliss=0.785, Synergy_Loewe=-3.93, Synergy_HSA=-1.20. (5) Drug 2: CCN(CC)CCCC(C)NC1=C2C=C(C=CC2=NC3=C1C=CC(=C3)Cl)OC. Drug 1: C1=CC=C(C(=C1)C(C2=CC=C(C=C2)Cl)C(Cl)Cl)Cl. Cell line: 786-0. Synergy scores: CSS=21.8, Synergy_ZIP=-4.94, Synergy_Bliss=2.29, Synergy_Loewe=-9.14, Synergy_HSA=1.81. (6) Drug 1: CC(C)NC(=O)C1=CC=C(C=C1)CNNC.Cl. Drug 2: C1CCC(C(C1)N)N.C(=O)(C(=O)[O-])[O-].[Pt+4]. Cell line: SNB-75. Synergy scores: CSS=6.65, Synergy_ZIP=-3.07, Synergy_Bliss=-3.58, Synergy_Loewe=-2.24, Synergy_HSA=-2.30.